Dataset: Full USPTO retrosynthesis dataset with 1.9M reactions from patents (1976-2016). Task: Predict the reactants needed to synthesize the given product. (1) The reactants are: [NH2:1][C:2]1[C:7]([C:8]2[O:12][N:11]=[C:10]([CH2:13][C:14]3[CH:19]=[CH:18][C:17]([OH:20])=[CH:16][CH:15]=3)[CH:9]=2)=[CH:6][CH:5]=[CH:4][N:3]=1.Cl[CH2:22][C:23]1[CH:28]=[CH:27][C:26]([CH3:29])=[CH:25][N:24]=1. Given the product [CH3:29][C:26]1[CH:27]=[CH:28][C:23]([CH2:22][O:20][C:17]2[CH:18]=[CH:19][C:14]([CH2:13][C:10]3[CH:9]=[C:8]([C:7]4[C:2]([NH2:1])=[N:3][CH:4]=[CH:5][CH:6]=4)[O:12][N:11]=3)=[CH:15][CH:16]=2)=[N:24][CH:25]=1, predict the reactants needed to synthesize it. (2) Given the product [Cl:1][C:2]1[C:10]([F:11])=[CH:9][CH:8]=[CH:7][C:3]=1[C:4]([NH:21][CH2:20][CH:19]([C:16]1[CH:17]=[N:18][C:13]([CH3:12])=[N:14][CH:15]=1)[CH:22]1[CH2:23][CH2:24][O:25][CH2:26][CH2:27]1)=[O:6], predict the reactants needed to synthesize it. The reactants are: [Cl:1][C:2]1[C:10]([F:11])=[CH:9][CH:8]=[CH:7][C:3]=1[C:4]([OH:6])=O.[CH3:12][C:13]1[N:18]=[CH:17][C:16]([CH:19]([CH:22]2[CH2:27][CH2:26][O:25][CH2:24][CH2:23]2)[CH2:20][NH2:21])=[CH:15][N:14]=1. (3) Given the product [F:49][C:31]([F:30])([F:50])[C:32]([NH:34][CH2:35][C:36]1[CH:41]=[CH:40][C:39]([F:42])=[C:38]([CH:43]2[CH2:48][CH2:47][N:46]([C:19]([C:7]3[C:8]4[C:13](=[C:12]([O:14][C:15]([F:18])([F:17])[F:16])[CH:11]=[CH:10][CH:9]=4)[N:5]([CH2:4][CH2:3][O:2][CH3:1])[CH:6]=3)=[O:21])[CH2:45][CH2:44]2)[CH:37]=1)=[O:33], predict the reactants needed to synthesize it. The reactants are: [CH3:1][O:2][CH2:3][CH2:4][N:5]1[C:13]2[C:8](=[CH:9][CH:10]=[CH:11][C:12]=2[O:14][C:15]([F:18])([F:17])[F:16])[C:7]([C:19]([OH:21])=O)=[CH:6]1.CCN(CC)CC.Cl.[F:30][C:31]([F:50])([F:49])[C:32]([NH:34][CH2:35][C:36]1[CH:41]=[CH:40][C:39]([F:42])=[C:38]([CH:43]2[CH2:48][CH2:47][NH:46][CH2:45][CH2:44]2)[CH:37]=1)=[O:33].CCN=C=NCCCN(C)C. (4) Given the product [CH2:30]([N:27]1[CH2:28][CH2:29][C@:25]2([C:18]3[C:19](=[CH:20][CH:21]=[CH:22][C:17]=3[CH2:16][NH:15][CH:49]([CH3:51])[CH3:48])[N:23]([C:37]3[C:38]4[C@H:45]([CH3:46])[CH2:44][C@@H:43]([OH:47])[C:39]=4[N:40]=[CH:41][N:42]=3)[CH2:24]2)[CH2:26]1)[C:31]1[CH:32]=[CH:33][CH:34]=[CH:35][CH:36]=1, predict the reactants needed to synthesize it. The reactants are: [BH-](OC(C)=O)(OC(C)=O)OC(C)=O.[Na+].[NH2:15][CH2:16][C:17]1[CH:22]=[CH:21][CH:20]=[C:19]2[N:23]([C:37]3[C:38]4[C@H:45]([CH3:46])[CH2:44][C@@H:43]([OH:47])[C:39]=4[N:40]=[CH:41][N:42]=3)[CH2:24][C@@:25]3([CH2:29][CH2:28][N:27]([CH2:30][C:31]4[CH:36]=[CH:35][CH:34]=[CH:33][CH:32]=4)[CH2:26]3)[C:18]=12.[CH3:48][C:49]([CH3:51])=O. (5) Given the product [F:20][C:16]1[CH:15]=[C:14]([CH:6]([NH:5][C:3]([CH2:2][NH:1][C:21](=[O:28])[C:22]2[CH:27]=[CH:26][N:25]=[CH:24][CH:23]=2)=[O:4])[C:7]2[CH:12]=[CH:11][CH:10]=[C:9]([F:13])[CH:8]=2)[CH:19]=[CH:18][CH:17]=1, predict the reactants needed to synthesize it. The reactants are: [NH2:1][CH2:2][C:3]([NH:5][CH:6]([C:14]1[CH:19]=[CH:18][CH:17]=[C:16]([F:20])[CH:15]=1)[C:7]1[CH:12]=[CH:11][CH:10]=[C:9]([F:13])[CH:8]=1)=[O:4].[C:21](O)(=[O:28])[C:22]1[CH:27]=[CH:26][N:25]=[CH:24][CH:23]=1. (6) Given the product [NH2:11][C@@H:10]([C:5]1[CH:6]=[C:7]([F:9])[CH:8]=[C:3]([CH2:2][Cl:1])[CH:4]=1)[CH2:14][OH:13], predict the reactants needed to synthesize it. The reactants are: [Cl:1][CH2:2][C:3]1[CH:4]=[C:5]([C@H:10]2[CH2:14][O:13]C(C)(C)[N:11]2C(OC(C)(C)C)=O)[CH:6]=[C:7]([F:9])[CH:8]=1.Cl.O1CCOCC1. (7) The reactants are: [CH3:1][O:2][C:3]([C@@H:5]1[C@@H:9]([OH:10])[CH2:8][CH2:7][N:6]1[C:11]([NH:13][C:14]1[CH:19]=[CH:18][C:17]([C:20]#[N:21])=[C:16]([Cl:22])[C:15]=1[CH3:23])=[O:12])=[O:4].N1C=CN=C1.[Si:29](Cl)([C:32]([CH3:35])([CH3:34])[CH3:33])([CH3:31])[CH3:30].CO. Given the product [CH3:1][O:2][C:3]([C@@H:5]1[C@@H:9]([O:10][Si:29]([C:32]([CH3:35])([CH3:34])[CH3:33])([CH3:31])[CH3:30])[CH2:8][CH2:7][N:6]1[C:11]([NH:13][C:14]1[CH:19]=[CH:18][C:17]([C:20]#[N:21])=[C:16]([Cl:22])[C:15]=1[CH3:23])=[O:12])=[O:4], predict the reactants needed to synthesize it. (8) Given the product [F:1][C:2]1[C:3]([CH3:19])=[C:4]2[C:5]([CH:11]=[CH:10][C:9](=[O:18])[NH:8]2)=[CH:6][CH:7]=1, predict the reactants needed to synthesize it. The reactants are: [F:1][C:2]1[C:3]([CH3:19])=[C:4]([NH:8][C:9](=[O:18])/[CH:10]=[CH:11]/C2C=CC=CC=2)[CH:5]=[CH:6][CH:7]=1.[Cl-].[Cl-].[Cl-].[Al+3]. (9) Given the product [F:8][C:5]1[CH:6]=[CH:7][C:2]([N:14]2[CH2:13][CH2:12][NH:11][C@H:10]([CH3:9])[CH2:15]2)=[CH:3][CH:4]=1, predict the reactants needed to synthesize it. The reactants are: Br[C:2]1[CH:7]=[CH:6][C:5]([F:8])=[CH:4][CH:3]=1.[CH3:9][C@@H:10]1[CH2:15][NH:14][CH2:13][CH2:12][NH:11]1.CC(C)([O-])C.[Na+]. (10) Given the product [Cl:1][C:2]1[CH:3]=[C:4]([CH:19]=[CH:20][C:21]=1[Cl:22])[CH2:5][CH:6]1[C:15]2[C:10](=[CH:11][CH:12]=[C:13]([O:16][CH3:17])[CH:14]=2)[CH2:9][CH2:8][CH:7]1[N:23]1[CH2:27][CH2:26][CH2:25][CH2:24]1, predict the reactants needed to synthesize it. The reactants are: [Cl:1][C:2]1[CH:3]=[C:4]([CH:19]=[CH:20][C:21]=1[Cl:22])[CH2:5][CH:6]1[C:15]2[C:10](=[CH:11][CH:12]=[C:13]([O:16][CH3:17])[CH:14]=2)[CH2:9][CH2:8][C:7]1=O.[NH:23]1[CH2:27][CH2:26][CH2:25][CH2:24]1.CO.C#N.[Na].